From a dataset of Catalyst prediction with 721,799 reactions and 888 catalyst types from USPTO. Predict which catalyst facilitates the given reaction. Reactant: [H-].[Na+].[CH2:3]([O:10][C:11]1[CH:12]=[C:13]2[C:18](=[CH:19][CH:20]=1)[C:17]([OH:21])=[C:16]([Br:22])[CH:15]=[CH:14]2)[C:4]1[CH:9]=[CH:8][CH:7]=[CH:6][CH:5]=1.[CH3:23][S:24](Cl)(=[O:26])=[O:25].C(=O)(O)[O-].[Na+]. Product: [CH2:3]([O:10][C:11]1[CH:12]=[C:13]2[C:18](=[CH:19][CH:20]=1)[C:17]([O:21][S:24]([CH3:23])(=[O:26])=[O:25])=[C:16]([Br:22])[CH:15]=[CH:14]2)[C:4]1[CH:5]=[CH:6][CH:7]=[CH:8][CH:9]=1. The catalyst class is: 20.